This data is from Experimentally validated miRNA-target interactions with 360,000+ pairs, plus equal number of negative samples. The task is: Binary Classification. Given a miRNA mature sequence and a target amino acid sequence, predict their likelihood of interaction. (1) The miRNA is hsa-miR-8056 with sequence CGUGGAUUGUCUGGAUGCAU. The protein sequence of the target gene is MQPASAKWYDRRDYVFIEFCVEDSKDVNVNFEKSKLTFSCLGGSDNFKHLNEIDLFHCIDPNDSKHKRTDRSILCCLRKGESGQSWPRLTKERAKLNWLSVDFNNWKDWEDDSDEDMSNFDRFSEMMDHMGGDEDVDLPEVDGADDDSQDSDDEKMPDLE. Result: 0 (no interaction). (2) The miRNA is hsa-miR-6732-3p with sequence UAACCCUGUCCUCUCCCUCCCAG. The protein sequence of the target gene is MPCCSHRRCREDPGTSESQEMDPVAFDDVAVNFTQEEWALLDISQRKLYKEVMLETFRNLTSVGKSWKDQNIEYEYQNPRRNFRSLIEKKVNEIKDDSHCGETFTQVPDDRLNFQEKKASPEIKSCDSFVCGEVGLGNSSFNMNIRGDIGHKAYEYQEYGPKPCKCQQPKKAFRYHPSFRTPQRDHTGEKPYACKECGKTFISHSSIQRHVVMHSGDGPYKCKFCGKAFHCLSLYLIHERIHTGEKPYECKQCGKSFSYSATLRIHERTHTGEKPYECQQCGKAFHSPRCYRRHERIHTG.... Result: 1 (interaction). (3) The miRNA is mmu-miR-3074-1-3p with sequence GAUAUCAGCUCAGUAGGCACCG. The protein sequence of the target gene is MILQRLFRFSSVIRSAVSVHLRRNIGVTAVAFNKELDPIQKLFVDKIREYKSKRQTSGGPVDASSEYQQELERELFKLKQMFGNADMNTFPTFKFEDPKFEVIEKPQA. Result: 0 (no interaction). (4) The miRNA is mmu-miR-379-5p with sequence UGGUAGACUAUGGAACGUAGG. The protein sequence of the target gene is MTLKSSEGEGGNSMRTALSDLYLEHLLQKRNRPETSLNQSNVTTEDMYTNGSPAPGSPAHAKGQEARRVRLIQFEKITEEPMGITLKLNEKQSCTVARILHGGMIHRQGSLHVGDEILEINGTNVTNHSVDQLQKAMKETKGMISLKVIANQQSRLPALQMFMRAQFDYDPQKDNLIPCKEAGLKFVTGDIIQIINKDDSNWWQGRVEGSSKESAGLIPSPELQEWRVASVAHSAPSEAPSCSPFGKKKKCKDKYLAKHSSIFDQLDVVSYEEVVRLPAFKRKTLVLIGASGVGRSHIKN.... Result: 0 (no interaction). (5) The miRNA is hsa-miR-6131 with sequence GGCUGGUCAGAUGGGAGUG. The protein sequence of the target gene is MSGSYDEASEEITDSFWEVGNYKRTVKRIDDGHRLCNDLMSCVQERAKIEKAYAQQLTDWAKRWRQLIEKGPQYGSLERAWGAMMTEADKVSELHQEVKNSLLNEDLEKVKNWQKDAYHKQIMGGFKETKEAEDGFRKAQKPWAKKMKELEAAKKAYHLACKEERLAMTREMNSKTEQSVTPEQQKKLVDKVDKCRQDVQKTQEKYEKVLEDVGKTTPQYMEGMEQVFEQCQQFEEKRLVFLKEVLLDIKRHLNLAENSSYMHVYRELEQAIRGADAQEDLRWFRSTSGPGMPMNWPQFE.... Result: 0 (no interaction). (6) The miRNA is hsa-miR-598-5p with sequence GCGGUGAUCCCGAUGGUGUGAGC. The protein sequence of the target gene is MESVALLQRPSQAPSASALASESARPLADGLIKSPKPLMKKQAVKRHHHKHNLRHRYEFLETLGKGTYGKVKKARESSGRLVAIKSIRKDKIKDEQDLLHIRREIEIMSSLNHPHIIAIHEVGRSRLVTVFENSSKIVIVMEYASRGDLYDYISERPRLSERDARHFFRQIVSALHYCHQNGIVHRDLKLENILLDANGNIKIADFGLSNLYHKGKFLQTFCGSPLYASPEIVNGKPYVGPEVDSWSLGVLLYILVHGTMPFDGQDHKTLVKQISNGAYREPPKPSDACGLIRWLLMVNP.... Result: 0 (no interaction). (7) The miRNA is mmu-miR-7001-3p with sequence CGCUCACACUCCCUCUGCAG. The protein sequence of the target gene is MRGRLCVGRAAAAAAAVAVPLAGGQEGSPGGGRRGSRGTTMVKKRKGRVVIDSDTEDSGSDENLDQELLSLAKRKRSDSEEKEPPVSQPAASSDSETSDSDDEWTFGSNKNKKKGKARKIEKKGTMKKQANKTASSGSSDKDSSAESSAPEEGEVSDSDSNSSSSSSDSDSSSEDEEFHDGYGEDLMGDEEDRARLEQMTEKEREQELFNRIEKREVLKRRFEIKKKLKTAKKKEKKEKKKKQEEEQEKKKLTQIQESQVTSHNKERRSKRDEKLDKKSQAMEELKAEREKRKNRTAELL.... Result: 0 (no interaction).